From a dataset of Forward reaction prediction with 1.9M reactions from USPTO patents (1976-2016). Predict the product of the given reaction. (1) Given the reactants CN(C)[CH:3]=[O:4].P(Cl)(Cl)(Cl)=O.[NH:11]1[C:19]2[CH2:18][CH2:17][CH2:16][CH2:15][C:14]=2[C:13]([CH2:20][CH2:21][C:22]([OH:24])=[O:23])=[CH:12]1.[OH-].[Na+], predict the reaction product. The product is: [CH:3]([C:12]1[NH:11][C:19]2[CH2:18][CH2:17][CH2:16][CH2:15][C:14]=2[C:13]=1[CH2:20][CH2:21][C:22]([OH:24])=[O:23])=[O:4]. (2) The product is: [CH2:1]([N:8]1[C:13](=[O:14])[CH2:12][NH:11][C:10]2[N:15]=[CH:16][C:17]([C:19]3[CH:27]=[CH:26][C:22]([C:23]([NH:30][CH2:28][CH3:29])=[O:24])=[CH:21][CH:20]=3)=[CH:18][C:9]1=2)[C:2]1[CH:7]=[CH:6][CH:5]=[CH:4][CH:3]=1. Given the reactants [CH2:1]([N:8]1[C:13](=[O:14])[CH2:12][NH:11][C:10]2[N:15]=[CH:16][C:17]([C:19]3[CH:27]=[CH:26][C:22]([C:23](O)=[O:24])=[CH:21][CH:20]=3)=[CH:18][C:9]1=2)[C:2]1[CH:7]=[CH:6][CH:5]=[CH:4][CH:3]=1.[CH2:28]([NH2:30])[CH3:29], predict the reaction product.